From a dataset of Full USPTO retrosynthesis dataset with 1.9M reactions from patents (1976-2016). Predict the reactants needed to synthesize the given product. Given the product [CH:1]1([CH2:4][C:5]2[C:6]3[N:7]([C:11]([C:21]4[CH:26]=[CH:25][N:24]=[C:23]([NH:31][CH2:32][C:33]([CH3:37])([CH3:36])[CH2:34][OH:35])[N:22]=4)=[C:12]([C:14]4[CH:19]=[CH:18][C:17]([F:20])=[CH:16][CH:15]=4)[N:13]=3)[CH:8]=[CH:9][N:10]=2)[CH2:3][CH2:2]1, predict the reactants needed to synthesize it. The reactants are: [CH:1]1([CH2:4][C:5]2[C:6]3[N:7]([C:11]([C:21]4[CH:26]=[CH:25][N:24]=[C:23](S(C)(=O)=O)[N:22]=4)=[C:12]([C:14]4[CH:19]=[CH:18][C:17]([F:20])=[CH:16][CH:15]=4)[N:13]=3)[CH:8]=[CH:9][N:10]=2)[CH2:3][CH2:2]1.[NH2:31][CH2:32][C:33]([CH3:37])([CH3:36])[CH2:34][OH:35].